This data is from NCI-60 drug combinations with 297,098 pairs across 59 cell lines. The task is: Regression. Given two drug SMILES strings and cell line genomic features, predict the synergy score measuring deviation from expected non-interaction effect. (1) Drug 1: C(CC(=O)O)C(=O)CN.Cl. Drug 2: C(CN)CNCCSP(=O)(O)O. Cell line: HL-60(TB). Synergy scores: CSS=-9.93, Synergy_ZIP=7.85, Synergy_Bliss=0.445, Synergy_Loewe=-3.18, Synergy_HSA=-10.9. (2) Drug 1: C1=NC2=C(N1)C(=S)N=CN2. Drug 2: C1CN(P(=O)(OC1)NCCCl)CCCl. Cell line: A498. Synergy scores: CSS=7.94, Synergy_ZIP=-3.05, Synergy_Bliss=-1.51, Synergy_Loewe=-9.10, Synergy_HSA=-0.482. (3) Drug 1: C1CC(=O)NC(=O)C1N2CC3=C(C2=O)C=CC=C3N. Drug 2: C1C(C(OC1N2C=C(C(=O)NC2=O)F)CO)O. Cell line: A549. Synergy scores: CSS=46.6, Synergy_ZIP=-0.196, Synergy_Bliss=2.23, Synergy_Loewe=5.80, Synergy_HSA=5.87. (4) Drug 1: CN1CCC(CC1)COC2=C(C=C3C(=C2)N=CN=C3NC4=C(C=C(C=C4)Br)F)OC. Drug 2: COC1=C2C(=CC3=C1OC=C3)C=CC(=O)O2. Cell line: HL-60(TB). Synergy scores: CSS=-3.15, Synergy_ZIP=6.18, Synergy_Bliss=2.69, Synergy_Loewe=-2.94, Synergy_HSA=-4.44. (5) Drug 1: CN1C2=C(C=C(C=C2)N(CCCl)CCCl)N=C1CCCC(=O)O.Cl. Drug 2: CS(=O)(=O)OCCCCOS(=O)(=O)C. Cell line: HS 578T. Synergy scores: CSS=7.52, Synergy_ZIP=-4.51, Synergy_Bliss=-3.49, Synergy_Loewe=1.35, Synergy_HSA=-0.978. (6) Drug 1: CC1=C2C(C(=O)C3(C(CC4C(C3C(C(C2(C)C)(CC1OC(=O)C(C(C5=CC=CC=C5)NC(=O)OC(C)(C)C)O)O)OC(=O)C6=CC=CC=C6)(CO4)OC(=O)C)OC)C)OC. Drug 2: CNC(=O)C1=NC=CC(=C1)OC2=CC=C(C=C2)NC(=O)NC3=CC(=C(C=C3)Cl)C(F)(F)F. Cell line: BT-549. Synergy scores: CSS=59.9, Synergy_ZIP=-1.15, Synergy_Bliss=-0.0685, Synergy_Loewe=-10.0, Synergy_HSA=0.696.